From a dataset of Full USPTO retrosynthesis dataset with 1.9M reactions from patents (1976-2016). Predict the reactants needed to synthesize the given product. (1) Given the product [CH3:2][O:3][C:4](=[O:13])[C:5]1[CH:10]=[CH:9][CH:8]=[C:7]([CH2:11][NH:12][C:48](=[O:49])[C:18]2[CH:17]=[CH:16][CH:15]=[CH:14][CH:19]=2)[CH:6]=1, predict the reactants needed to synthesize it. The reactants are: Cl.[CH3:2][O:3][C:4](=[O:13])[C:5]1[CH:10]=[CH:9][CH:8]=[C:7]([CH2:11][NH2:12])[CH:6]=1.[CH:14]1[CH:15]=[CH:16][C:17]2N(O)N=N[C:18]=2[CH:19]=1.CCN(C(C)C)C(C)C.CCN=C=NCCCN(C)C.Cl.CN([CH:48]=[O:49])C. (2) Given the product [Cl:21][C:14]1[CH:15]=[C:16]([C:17]([O:19][CH3:20])=[O:18])[C:11]([C:6]2[CH:7]=[CH:8][C:9]([Cl:10])=[C:4]([C:1]([NH:53][CH2:52][CH2:51][CH:45]3[CH2:50][CH2:49][CH2:48][CH2:47][CH2:46]3)=[O:3])[CH:5]=2)=[N:12][CH:13]=1, predict the reactants needed to synthesize it. The reactants are: [C:1]([C:4]1[CH:5]=[C:6]([C:11]2[C:16]([C:17]([O:19][CH3:20])=[O:18])=[CH:15][C:14]([Cl:21])=[CH:13][N:12]=2)[CH:7]=[CH:8][C:9]=1[Cl:10])([OH:3])=O.F[B-](F)(F)F.N1(OC(N(C)C)=[N+](C)C)C2C=CC=CC=2N=N1.Cl.[CH:45]1([CH2:51][CH2:52][NH2:53])[CH2:50][CH2:49][CH2:48][CH2:47][CH2:46]1.Cl. (3) The reactants are: [CH2:1]([N:5]1[C:13]([N:14]2[CH2:19][CH2:18][NH:17][CH2:16][CH2:15]2)=[N:12][C:11]2[C:6]1=[N:7][C:8]([C:26]1[CH:27]=[N:28][C:29]([NH2:32])=[N:30][CH:31]=1)=[N:9][C:10]=2[N:20]1[CH2:25][CH2:24][O:23][CH2:22][CH2:21]1)[CH:2]([CH3:4])[CH3:3].[O:33]1CCC[CH2:34]1.CN(CCS(O)(=O)=O)C.[OH-].[Na+]. Given the product [NH2:32][C:29]1[N:30]=[CH:31][C:26]([C:8]2[N:7]=[C:6]3[C:11]([N:12]=[C:13]([N:14]4[CH2:19][CH2:18][N:17]([CH:34]=[O:33])[CH2:16][CH2:15]4)[N:5]3[CH2:1][CH:2]([CH3:4])[CH3:3])=[C:10]([N:20]3[CH2:25][CH2:24][O:23][CH2:22][CH2:21]3)[N:9]=2)=[CH:27][N:28]=1, predict the reactants needed to synthesize it. (4) The reactants are: [Br:1][C:2]1[C:13](=[O:14])[N:12]([CH2:15][C:16]2[C:21]([F:22])=[CH:20][CH:19]=[CH:18][C:17]=2[CH:23]2[CH2:25][CH2:24]2)[C:5]2[N:6]=[C:7]([S:10][CH3:11])[N:8]=[CH:9][C:4]=2[CH:3]=1.ClC1C=CC=C(C(OO)=[O:34])C=1. Given the product [Br:1][C:2]1[C:13](=[O:14])[N:12]([CH2:15][C:16]2[C:21]([F:22])=[CH:20][CH:19]=[CH:18][C:17]=2[CH:23]2[CH2:25][CH2:24]2)[C:5]2[N:6]=[C:7]([S:10]([CH3:11])=[O:34])[N:8]=[CH:9][C:4]=2[CH:3]=1, predict the reactants needed to synthesize it.